From a dataset of Catalyst prediction with 721,799 reactions and 888 catalyst types from USPTO. Predict which catalyst facilitates the given reaction. (1) Reactant: [NH2:1][C:2]1[CH:3]=[C:4]2[C:9](=[CH:10][CH:11]=1)[N:8]=[CH:7][C:6]([C:12]#[N:13])=[C:5]2[NH:14][C:15]1[CH:20]=[CH:19][C:18]([F:21])=[C:17]([Cl:22])[CH:16]=1.[C:23]([O:27][C:28](=[O:40])[CH2:29][O:30][C:31]1[CH:36]=[CH:35][C:34]([CH:37]=O)=[CH:33][C:32]=1[Br:39])([CH3:26])([CH3:25])[CH3:24].[BH3-]C#N.[Na+]. The catalyst class is: 14. Product: [C:23]([O:27][C:28](=[O:40])[CH2:29][O:30][C:31]1[CH:36]=[CH:35][C:34]([CH2:37][NH:1][C:2]2[CH:3]=[C:4]3[C:9](=[CH:10][CH:11]=2)[N:8]=[CH:7][C:6]([C:12]#[N:13])=[C:5]3[NH:14][C:15]2[CH:20]=[CH:19][C:18]([F:21])=[C:17]([Cl:22])[CH:16]=2)=[CH:33][C:32]=1[Br:39])([CH3:26])([CH3:24])[CH3:25]. (2) Reactant: [NH:1]1[C:5]2[CH:6]=[CH:7][CH:8]=[CH:9][C:4]=2[N:3]=[C:2]1[CH:10]([OH:30])[C:11]1[CH:29]=[CH:28][C:14]([O:15][C:16]2[C:21]([C:22]3[CH2:26][CH2:25][CH:24]([OH:27])[CH:23]=3)=[CH:20][CH:19]=[CH:18][N:17]=2)=[CH:13][CH:12]=1.[H][H]. Product: [NH:1]1[C:5]2[CH:6]=[CH:7][CH:8]=[CH:9][C:4]=2[N:3]=[C:2]1[CH:10]([OH:30])[C:11]1[CH:29]=[CH:28][C:14]([O:15][C:16]2[C:21]([CH:22]3[CH2:26][CH2:25][CH:24]([OH:27])[CH2:23]3)=[CH:20][CH:19]=[CH:18][N:17]=2)=[CH:13][CH:12]=1. The catalyst class is: 312. (3) Reactant: [CH3:1][O:2][C:3](=[O:18])[C:4]1[CH:16]=[C:15]([NH2:17])[CH:14]=[C:6]([C:7]([N:9]([CH3:13])[CH2:10][CH2:11][CH3:12])=[O:8])[CH:5]=1.N1C=CC=CC=1.[CH3:25][S:26](Cl)(=[O:28])=[O:27]. Product: [CH3:1][O:2][C:3](=[O:18])[C:4]1[CH:16]=[C:15]([NH:17][S:26]([CH3:25])(=[O:28])=[O:27])[CH:14]=[C:6]([C:7]([N:9]([CH3:13])[CH2:10][CH2:11][CH3:12])=[O:8])[CH:5]=1. The catalyst class is: 4.